Dataset: Full USPTO retrosynthesis dataset with 1.9M reactions from patents (1976-2016). Task: Predict the reactants needed to synthesize the given product. (1) Given the product [CH2:68]([O:67][C:66](=[O:75])[NH:65][CH2:64][CH2:63][NH:62][C:47](=[O:49])[CH2:46][C@@H:45]([NH:44][C:42]([O:41][CH2:34][C:35]1[CH:36]=[CH:37][CH:38]=[CH:39][CH:40]=1)=[O:43])[CH2:50][CH2:51][CH2:52][NH:53][C:54]([O:56][C:57]([CH3:60])([CH3:59])[CH3:58])=[O:55])[C:69]1[CH:74]=[CH:73][CH:72]=[CH:71][CH:70]=1, predict the reactants needed to synthesize it. The reactants are: CN(C(ON1N=NC2C=CC=NC1=2)=[N+](C)C)C.F[P-](F)(F)(F)(F)F.C(N(CC)C(C)C)(C)C.[CH2:34]([O:41][C:42]([NH:44][C@@H:45]([CH2:50][CH2:51][CH2:52][NH:53][C:54]([O:56][C:57]([CH3:60])([CH3:59])[CH3:58])=[O:55])[CH2:46][C:47]([OH:49])=O)=[O:43])[C:35]1[CH:40]=[CH:39][CH:38]=[CH:37][CH:36]=1.Cl.[NH2:62][CH2:63][CH2:64][NH:65][C:66](=[O:75])[O:67][CH2:68][C:69]1[CH:74]=[CH:73][CH:72]=[CH:71][CH:70]=1. (2) Given the product [O:50]1[CH2:55][CH2:54][CH:53]([CH2:56][NH:57][C:14]([C:11]2[CH:10]=[C:9]([CH2:8][O:7][CH2:6][C:5]3[CH:17]=[CH:18][C:19]4[O:20][CH2:1][O:2][C:3]=4[CH:4]=3)[O:13][N:12]=2)=[O:16])[CH2:52][CH2:51]1, predict the reactants needed to synthesize it. The reactants are: [CH2:1]1[O:20][C:19]2[CH:18]=[CH:17][C:5]([CH2:6][O:7][CH2:8][C:9]3[O:13][N:12]=[C:11]([C:14]([OH:16])=O)[CH:10]=3)=[CH:4][C:3]=2[O:2]1.C(N(CC)CC)C.Cl.C(N=C=NCCCN(C)C)C.ON1C2C=CC=CC=2N=N1.[O:50]1[CH2:55][CH2:54][CH:53]([CH2:56][NH2:57])[CH2:52][CH2:51]1. (3) Given the product [NH2:1][C:2]1[C:11]2[C:6](=[C:7]([C:20]3[CH:25]=[CH:24][CH:23]=[CH:22][CH:21]=3)[C:8]([Cl:12])=[CH:9][CH:10]=2)[N:5]=[N:4][C:3]=1[C:14]([NH:16][CH2:17][CH2:18][CH3:19])=[O:15], predict the reactants needed to synthesize it. The reactants are: [NH2:1][C:2]1[C:11]2[C:6](=[C:7](I)[C:8]([Cl:12])=[CH:9][CH:10]=2)[N:5]=[N:4][C:3]=1[C:14]([NH:16][CH2:17][CH2:18][CH3:19])=[O:15].[C:20]1(B(O)O)[CH:25]=[CH:24][CH:23]=[CH:22][CH:21]=1. (4) Given the product [C:1]([O:5][C:6]([N:8]1[CH2:13][CH2:12][CH:11]([C:14]2[O:23][C:17]3=[CH:18][N:19]=[C:20]([C:32]4[CH:31]=[CH:30][C:29]([NH:28][S:25]([CH3:24])(=[O:26])=[O:27])=[CH:34][CH:33]=4)[CH:21]=[C:16]3[CH:15]=2)[CH2:10][CH2:9]1)=[O:7])([CH3:4])([CH3:3])[CH3:2], predict the reactants needed to synthesize it. The reactants are: [C:1]([O:5][C:6]([N:8]1[CH2:13][CH2:12][CH:11]([C:14]2[O:23][C:17]3=[CH:18][N:19]=[C:20](Cl)[CH:21]=[C:16]3[CH:15]=2)[CH2:10][CH2:9]1)=[O:7])([CH3:4])([CH3:3])[CH3:2].[CH3:24][S:25]([NH:28][C:29]1[CH:34]=[CH:33][C:32](B(O)O)=[CH:31][CH:30]=1)(=[O:27])=[O:26]. (5) Given the product [Cl:1][C:2]1[CH:7]=[CH:6][C:5]([CH:8]2[C:9]3[N:24]([CH2:23][C@@H:22]([OH:26])[C:21]([F:28])([F:27])[F:20])[N:25]=[C:14]([CH:16]4[CH2:18][CH2:17]4)[C:10]=3[C:11](=[O:13])[NH:12]2)=[CH:4][CH:3]=1, predict the reactants needed to synthesize it. The reactants are: [Cl:1][C:2]1[CH:7]=[CH:6][C:5]([CH:8]2[NH:12][C:11](=[O:13])[CH:10]([C:14]([CH:16]3[CH2:18][CH2:17]3)=O)[C:9]2=O)=[CH:4][CH:3]=1.[F:20][C:21]([F:28])([F:27])[C@H:22]([OH:26])[CH2:23][NH:24][NH2:25]. (6) Given the product [F:23][C:2]([F:1])([F:22])[C:3]1[CH:4]=[CH:5][C:6]([C:9]2[N:18]=[C:17]([C:19]([N:31]3[CH2:30][CH2:29][C:28]4[C:33](=[CH:34][CH:35]=[C:36]([O:37][CH3:38])[C:27]=4[O:26][CH3:25])[CH2:32]3)=[O:21])[C:16]3[C:11](=[CH:12][CH:13]=[CH:14][CH:15]=3)[N:10]=2)=[CH:7][CH:8]=1, predict the reactants needed to synthesize it. The reactants are: [F:1][C:2]([F:23])([F:22])[C:3]1[CH:8]=[CH:7][C:6]([C:9]2[N:18]=[C:17]([C:19]([OH:21])=O)[C:16]3[C:11](=[CH:12][CH:13]=[CH:14][CH:15]=3)[N:10]=2)=[CH:5][CH:4]=1.Cl.[CH3:25][O:26][C:27]1[C:36]([O:37][CH3:38])=[CH:35][CH:34]=[C:33]2[C:28]=1[CH2:29][CH2:30][NH:31][CH2:32]2. (7) Given the product [CH3:11][C:8]1[C:4]2[N:5]=[CH:6][N:7]=[CH:2][C:3]=2[S:10][CH:9]=1, predict the reactants needed to synthesize it. The reactants are: Cl[C:2]1[C:3]2[S:10][CH:9]=[C:8]([CH3:11])[C:4]=2[N:5]=[CH:6][N:7]=1.C(N(CC)CC)C.